Dataset: Forward reaction prediction with 1.9M reactions from USPTO patents (1976-2016). Task: Predict the product of the given reaction. Given the reactants [Br:1][C:2]1[CH:3]=[C:4]([C:7](=[O:9])[CH3:8])[S:5][CH:6]=1.[Br-:10].[Br-].[Br-].C([N+](CCCC)(CCCC)CCCC)CCC.C([N+](CCCC)(CCCC)CCCC)CCC.C([N+](CCCC)(CCCC)CCCC)CCC, predict the reaction product. The product is: [Br:10][CH2:8][C:7]([C:4]1[S:5][CH:6]=[C:2]([Br:1])[CH:3]=1)=[O:9].